From a dataset of Forward reaction prediction with 1.9M reactions from USPTO patents (1976-2016). Predict the product of the given reaction. (1) Given the reactants [O:1]1[C:5]2[CH:6]=[CH:7][C:8]([CH:10]=[C:11]3[S:15][C:14](=S)[NH:13][C:12]3=[O:17])=[CH:9][C:4]=2[O:3][CH2:2]1.C([O-])([O-])=O.[Na+].[Na+].[CH2:24]([NH2:31])[C:25]1[CH:30]=[CH:29][CH:28]=[CH:27][CH:26]=1, predict the reaction product. The product is: [O:1]1[C:5]2[CH:6]=[CH:7][C:8]([CH:10]=[C:11]3[S:15][C:14](=[N:31][CH2:24][C:25]4[CH:30]=[CH:29][CH:28]=[CH:27][CH:26]=4)[NH:13][C:12]3=[O:17])=[CH:9][C:4]=2[O:3][CH2:2]1. (2) The product is: [Cl:22][C:23]1[C:28]([C:29]([NH:12][C:9]2[CH:10]=[CH:11][C:6]([C:2]3[NH:1][CH:5]=[CH:4][N:3]=3)=[CH:7][CH:8]=2)=[O:30])=[CH:27][CH:26]=[CH:25][N:24]=1. Given the reactants [NH:1]1[CH:5]=[CH:4][N:3]=[C:2]1[C:6]1[CH:11]=[CH:10][C:9]([NH2:12])=[CH:8][CH:7]=1.CCN(C(C)C)C(C)C.[Cl:22][C:23]1[C:28]([C:29](Cl)=[O:30])=[CH:27][CH:26]=[CH:25][N:24]=1.C(O)C(N)(CO)CO, predict the reaction product. (3) Given the reactants C[O:2][C:3](=O)[CH2:4][CH2:5][CH:6]1[CH2:10][CH2:9][CH:8]([C:11]2[CH:16]=[CH:15][C:14]([F:17])=[CH:13][CH:12]=2)[N:7]1[S:18]([C:21]1[CH:26]=[CH:25][C:24]([CH3:27])=[CH:23][CH:22]=1)(=[O:20])=[O:19].O.[NH2:30][NH2:31], predict the reaction product. The product is: [F:17][C:14]1[CH:15]=[CH:16][C:11]([CH:8]2[N:7]([S:18]([C:21]3[CH:26]=[CH:25][C:24]([CH3:27])=[CH:23][CH:22]=3)(=[O:20])=[O:19])[CH:6]([CH2:5][CH2:4][C:3]([NH:30][NH2:31])=[O:2])[CH2:10][CH2:9]2)=[CH:12][CH:13]=1. (4) Given the reactants P(OC[C@@H](O)[C@@H](O)[C@@H](O)C=O)(O)(O)=O.C1N=C(N)C2N=CN([C@@H]3O[C@H](COP(OP(OC[C@H]4O[C@@H](N5C=C(C(N)=O)CC=C5)[C@H](O)[C@@H]4O)(O)=O)(O)=O)[C@@H](O)[C@H]3OP(O)(O)=O)C=2N=1.[C@@H]1(N2C3N=CN=C(N)C=3N=C2)O[C@H](COP(OP(OCC([C@H](C(NCCC(NCCS)=O)=O)O)(C)C)(O)=O)(O)=O)[C@@H](OP(O)(O)=O)[C@H]1O.[C:111]([O-:120])(=[O:119])[CH2:112][C@:113]([CH2:116][CH2:117][OH:118])([CH3:115])[OH:114].C[C@@]12C(=O)CC[C@H]1[C@@H]1CC=C3C[C@@H](O)CC[C@]3(C)[C@H]1CC2, predict the reaction product. The product is: [C:111]([OH:120])(=[O:119])[CH2:112][C@:113]([CH2:116][CH2:117][OH:118])([CH3:115])[OH:114]. (5) The product is: [CH2:17]1[O:16][P:4]([OH:5])(=[O:6])[O:7][C@H:19]2[C@@H:20]([OH:34])[C@H:21]([N:23]3[C:33]4[NH:32][C:30]([NH2:31])=[N:29][C:27](=[O:28])[C:26]=4[N:25]=[CH:24]3)[O:22][C@@H:18]2[CH2:17][O:16][P:4]([OH:7])(=[O:6])[O:5][C@H:19]2[C@@H:20]([OH:34])[C@H:21]([N:23]3[C:33]4[NH:32][C:30]([NH2:31])=[N:29][C:27](=[O:28])[C:26]=4[N:25]=[CH:24]3)[O:22][C@H:18]12. Given the reactants [Cl-].[Mg+2].[Cl-].[P:4]([O:16][CH2:17][C@H:18]1[O:22][C@@H:21]([N:23]2[C:33]3[N:32]=[C:30]([NH2:31])[NH:29][C:27](=[O:28])[C:26]=3[N:25]=[CH:24]2)[C@H:20]([OH:34])[C@@H:19]1O)([O:7]P(OP(O)(O)=O)(O)=O)(=[O:6])[OH:5], predict the reaction product. (6) Given the reactants [CH2:1]([O:3][C:4](=[O:28])[C:5]([NH:17][C:18]([O:20][CH2:21][C:22]1[CH:27]=[CH:26][CH:25]=[CH:24][CH:23]=1)=[O:19])([CH2:11][CH:12]([CH2:15][CH3:16])[CH2:13][CH3:14])[C:6]([O:8]CC)=[O:7])[CH3:2].[OH-].[Na+].Cl, predict the reaction product. The product is: [CH2:1]([O:3][C:4](=[O:28])[C:5]([NH:17][C:18]([O:20][CH2:21][C:22]1[CH:23]=[CH:24][CH:25]=[CH:26][CH:27]=1)=[O:19])([CH2:11][CH:12]([CH2:15][CH3:16])[CH2:13][CH3:14])[C:6]([OH:8])=[O:7])[CH3:2]. (7) Given the reactants [CH3:1][CH:2]([CH3:31])[CH2:3][CH:4]([NH:21][C:22]1[CH:30]=[CH:29][C:25]([C:26]([OH:28])=O)=[CH:24][N:23]=1)[C:5]1[CH:10]=[CH:9][C:8]([C:11]2[CH:16]=[CH:15][C:14]([C:17]([F:20])([F:19])[F:18])=[CH:13][CH:12]=2)=[CH:7][CH:6]=1.CC(S(N)=O)(C)C.F[P-](F)(F)(F)(F)F.N1(OC(N(C)C)=[N+](C)C)C2N=CC=CC=2N=N1.CN1CCOCC1.[NH:70]1[C:74]([CH2:75][NH2:76])=[N:73][N:72]=[N:71]1, predict the reaction product. The product is: [N:70]1[NH:71][N:72]=[N:73][C:74]=1[CH2:75][NH:76][C:26](=[O:28])[C:25]1[CH:29]=[CH:30][C:22]([NH:21][CH:4]([C:5]2[CH:6]=[CH:7][C:8]([C:11]3[CH:16]=[CH:15][C:14]([C:17]([F:19])([F:20])[F:18])=[CH:13][CH:12]=3)=[CH:9][CH:10]=2)[CH2:3][CH:2]([CH3:1])[CH3:31])=[N:23][CH:24]=1.